Dataset: Forward reaction prediction with 1.9M reactions from USPTO patents (1976-2016). Task: Predict the product of the given reaction. (1) Given the reactants [Cl:1][C:2]1[CH:3]=[C:4]([CH:8]=[C:9]([Cl:11])[CH:10]=1)[C:5]([OH:7])=O.[CH3:12][CH2:13]N(C(C)C)C(C)C.Cl.Cl.[NH2:23][CH2:24][CH:25]1[CH2:30][CH2:29][N:28]([CH2:31][CH2:32][NH:33][S:34]([C:37](F)(F)F)(=[O:36])=[O:35])[CH2:27][CH2:26]1.CN(C(ON1N=NC2C=CC=NC1=2)=[N+](C)C)C.F[P-](F)(F)(F)(F)F, predict the reaction product. The product is: [Cl:11][C:9]1[CH:8]=[C:4]([CH:3]=[C:2]([Cl:1])[CH:10]=1)[C:5]([NH:23][CH2:24][CH:25]1[CH2:30][CH2:29][N:28]([CH2:31][CH2:32][NH:33][S:34]([CH:37]2[CH2:13][CH2:12]2)(=[O:36])=[O:35])[CH2:27][CH2:26]1)=[O:7]. (2) Given the reactants [NH:1]1[CH:5]=[C:4]([C:6]([O:8][CH2:9][CH3:10])=[O:7])[CH:3]=[N:2]1.C(=O)([O-])[O-].[K+].[K+].[Cl:17][C:18]1[CH:23]=[CH:22][C:21]([CH2:24]Br)=[CH:20][C:19]=1[Cl:26], predict the reaction product. The product is: [Cl:26][C:19]1[CH:20]=[C:21]([CH2:24][N:1]2[CH:5]=[C:4]([C:6]([O:8][CH2:9][CH3:10])=[O:7])[CH:3]=[N:2]2)[CH:22]=[CH:23][C:18]=1[Cl:17]. (3) Given the reactants [C]=[O:2].FC(F)(F)S(OC1[C:13]2[CH:14]=[CH:15][C:16]([O:24][CH3:25])=[C:17]([O:18][CH:19]3[CH2:23][CH2:22][CH2:21][CH2:20]3)[C:12]=2[O:11][CH:10]=1)(=O)=O.C1C=CC(P(C2C=CC=CC=2)CCCP(C2C=CC=CC=2)C2C=CC=CC=2)=CC=1.C(N([CH2:62][CH3:63])CC)C.CN([CH:67]=[O:68])C, predict the reaction product. The product is: [CH:19]1([O:18][C:17]2[C:12]3[O:11][CH:10]=[C:62]([C:63]([O:68][CH3:67])=[O:2])[C:13]=3[CH:14]=[CH:15][C:16]=2[O:24][CH3:25])[CH2:20][CH2:21][CH2:22][CH2:23]1. (4) Given the reactants Cl[C:2]1[CH:3]=[CH:4][N:5]2[C:10]([C:11]=1[CH3:12])=[C:9]([CH:13]1[CH2:15][CH2:14]1)[CH:8]=[C:7]([C:16]([O:18][CH3:19])=[O:17])[C:6]2=[O:20].[F:21][C:22]1[CH:27]=[C:26](B(O)O)[CH:25]=[CH:24][N:23]=1, predict the reaction product. The product is: [CH:13]1([C:9]2[CH:8]=[C:7]([C:16]([O:18][CH3:19])=[O:17])[C:6](=[O:20])[N:5]3[C:10]=2[C:11]([CH3:12])=[C:2]([C:26]2[CH:25]=[CH:24][N:23]=[C:22]([F:21])[CH:27]=2)[CH:3]=[CH:4]3)[CH2:15][CH2:14]1. (5) Given the reactants [C:1]([O:5][C:6]([NH:8][C:9]1([C:12]([OH:14])=O)[CH2:11][CH2:10]1)=[O:7])([CH3:4])([CH3:3])[CH3:2].Cl.[CH3:16][NH:17][O:18][CH3:19].C(N(CC)CC)C.CN(C(ON1N=NC2C=CC=NC1=2)=[N+](C)C)C.F[P-](F)(F)(F)(F)F, predict the reaction product. The product is: [C:1]([O:5][C:6](=[O:7])[NH:8][C:9]1([C:12](=[O:14])[N:17]([O:18][CH3:19])[CH3:16])[CH2:10][CH2:11]1)([CH3:2])([CH3:3])[CH3:4]. (6) Given the reactants C(Cl)(=O)C(Cl)=O.[CH2:7]1[O:20][C:19]2[C:9](=[C:10]([CH:16]=[CH:17][CH:18]=2)[CH:11]=[CH:12][C:13](O)=[O:14])[O:8]1.CN(C)C=O.Cl.[NH2:27][C:28]([NH2:30])=[NH:29], predict the reaction product. The product is: [CH2:7]1[O:20][C:19]2[C:9](=[C:10]([CH:16]=[CH:17][CH:18]=2)[CH:11]=[CH:12][C:13]([NH:29][C:28]([NH2:30])=[NH:27])=[O:14])[O:8]1. (7) The product is: [C:19]([O:18][C:16](=[O:17])[NH:10][C@@H:8]([C:5]1[CH:6]=[CH:7][C:2]([Br:1])=[CH:3][CH:4]=1)[CH3:9])([CH3:22])([CH3:21])[CH3:20]. Given the reactants [Br:1][C:2]1[CH:7]=[CH:6][C:5]([C@H:8]([NH2:10])[CH3:9])=[CH:4][CH:3]=1.C(=O)([O-])O.[Na+].[C:16](O[C:16]([O:18][C:19]([CH3:22])([CH3:21])[CH3:20])=[O:17])([O:18][C:19]([CH3:22])([CH3:21])[CH3:20])=[O:17], predict the reaction product.